From a dataset of NCI-60 drug combinations with 297,098 pairs across 59 cell lines. Regression. Given two drug SMILES strings and cell line genomic features, predict the synergy score measuring deviation from expected non-interaction effect. (1) Drug 1: CC1=C(C(CCC1)(C)C)C=CC(=CC=CC(=CC(=O)O)C)C. Drug 2: C1=NNC2=C1C(=O)NC=N2. Cell line: OVCAR-5. Synergy scores: CSS=-1.98, Synergy_ZIP=-0.395, Synergy_Bliss=-3.14, Synergy_Loewe=-4.20, Synergy_HSA=-4.08. (2) Drug 1: CCC(=C(C1=CC=CC=C1)C2=CC=C(C=C2)OCCN(C)C)C3=CC=CC=C3.C(C(=O)O)C(CC(=O)O)(C(=O)O)O. Drug 2: CC1=C(C=C(C=C1)C(=O)NC2=CC(=CC(=C2)C(F)(F)F)N3C=C(N=C3)C)NC4=NC=CC(=N4)C5=CN=CC=C5. Cell line: U251. Synergy scores: CSS=9.82, Synergy_ZIP=-0.469, Synergy_Bliss=3.29, Synergy_Loewe=-3.68, Synergy_HSA=-2.08. (3) Drug 1: CC(C1=C(C=CC(=C1Cl)F)Cl)OC2=C(N=CC(=C2)C3=CN(N=C3)C4CCNCC4)N. Drug 2: CC1=C(C(CCC1)(C)C)C=CC(=CC=CC(=CC(=O)O)C)C. Cell line: OVCAR-4. Synergy scores: CSS=-3.88, Synergy_ZIP=1.34, Synergy_Bliss=-2.66, Synergy_Loewe=-3.75, Synergy_HSA=-4.93. (4) Cell line: A549. Drug 2: C1=NC2=C(N1)C(=S)N=C(N2)N. Synergy scores: CSS=30.9, Synergy_ZIP=-0.249, Synergy_Bliss=0.210, Synergy_Loewe=-6.49, Synergy_HSA=1.45. Drug 1: CNC(=O)C1=CC=CC=C1SC2=CC3=C(C=C2)C(=NN3)C=CC4=CC=CC=N4. (5) Drug 1: C1CN1C2=NC(=NC(=N2)N3CC3)N4CC4. Drug 2: C1=C(C(=O)NC(=O)N1)F. Cell line: HCT116. Synergy scores: CSS=60.0, Synergy_ZIP=-2.90, Synergy_Bliss=-4.96, Synergy_Loewe=-2.43, Synergy_HSA=0.379. (6) Drug 1: CN1CCC(CC1)COC2=C(C=C3C(=C2)N=CN=C3NC4=C(C=C(C=C4)Br)F)OC. Drug 2: CC1=C(C(=CC=C1)Cl)NC(=O)C2=CN=C(S2)NC3=CC(=NC(=N3)C)N4CCN(CC4)CCO. Cell line: NCI-H226. Synergy scores: CSS=28.6, Synergy_ZIP=8.77, Synergy_Bliss=10.0, Synergy_Loewe=7.99, Synergy_HSA=10.8.